Task: Predict the reactants needed to synthesize the given product.. Dataset: Full USPTO retrosynthesis dataset with 1.9M reactions from patents (1976-2016) (1) Given the product [F:12][C:13]1[CH:21]=[C:20]2[C:16]([CH2:17][CH2:18][N:19]2[S:7]([C:4]2[CH:5]=[CH:6][C:1]([CH3:11])=[CH:2][CH:3]=2)(=[O:9])=[O:8])=[CH:15][CH:14]=1, predict the reactants needed to synthesize it. The reactants are: [C:1]1([CH3:11])[CH:6]=[CH:5][C:4]([S:7](Cl)(=[O:9])=[O:8])=[CH:3][CH:2]=1.[F:12][C:13]1[CH:21]=[C:20]2[C:16]([CH2:17][CH2:18][NH:19]2)=[CH:15][CH:14]=1.[NH4+].[Cl-]. (2) The reactants are: [Cl:1][C:2]1[CH:7]=[CH:6][C:5]([C:8]2([C:36](=[O:38])[CH3:37])[CH2:13][CH2:12][N:11]([CH2:14][CH2:15][CH:16]=[C:17]3[C:23]4[CH:24]=[CH:25][CH:26]=[N:27][C:22]=4[CH2:21][O:20][C:19]4[CH:28]=[CH:29][C:30]([C:32](O)([CH3:34])[CH3:33])=[CH:31][C:18]3=4)[CH2:10][CH2:9]2)=[CH:4][CH:3]=1.[BH4-].[Na+]. Given the product [Cl:1][C:2]1[CH:7]=[CH:6][C:5]([C:8]2([CH:36]([OH:38])[CH3:37])[CH2:9][CH2:10][N:11]([CH2:14][CH2:15][CH:16]=[C:17]3[C:23]4[CH:24]=[CH:25][CH:26]=[N:27][C:22]=4[CH2:21][O:20][C:19]4[CH:28]=[CH:29][C:30]([C:32]([CH3:34])=[CH2:33])=[CH:31][C:18]3=4)[CH2:12][CH2:13]2)=[CH:4][CH:3]=1, predict the reactants needed to synthesize it. (3) Given the product [CH3:1][O:2][CH2:3][C:4]1[CH:9]=[CH:8][CH:7]=[CH:6][C:5]=1[C:10]1[N:15]2[N:16]=[C:17]([NH:19][C:20]3[CH:30]=[CH:29][C:23]4[CH2:24][CH2:25][N:26]([CH2:38][C:39]([N:41]([CH3:43])[CH3:42])=[O:40])[CH2:27][CH2:28][C:22]=4[CH:21]=3)[N:18]=[C:14]2[CH:13]=[CH:12][CH:11]=1, predict the reactants needed to synthesize it. The reactants are: [CH3:1][O:2][CH2:3][C:4]1[CH:9]=[CH:8][CH:7]=[CH:6][C:5]=1[C:10]1[N:15]2[N:16]=[C:17]([NH:19][C:20]3[CH:30]=[CH:29][C:23]4[CH2:24][CH2:25][NH:26][CH2:27][CH2:28][C:22]=4[CH:21]=3)[N:18]=[C:14]2[CH:13]=[CH:12][CH:11]=1.C(=O)([O-])[O-].[K+].[K+].Cl[CH2:38][C:39]([N:41]([CH3:43])[CH3:42])=[O:40].[I-].[Na+]. (4) Given the product [CH3:22][O:21][N:19]([CH3:20])[C:17]([C@@H:16]1[CH2:4][C@H:15]1[C:10]1[CH:11]=[CH:12][CH:13]=[CH:14][C:9]=1[F:8])=[O:18], predict the reactants needed to synthesize it. The reactants are: [H-].[Na+].[I-].[CH3:4][S+](C)C.[F:8][C:9]1[CH:14]=[CH:13][CH:12]=[CH:11][C:10]=1[CH:15]=[CH:16][C:17]([N:19]([O:21][CH3:22])[CH3:20])=[O:18]. (5) Given the product [Cl:8][C:9]1[N:10]=[C:11]([N:19]2[CH2:23][CH2:22][C@H:21]([N:24]([CH2:33][CH2:34][CH3:35])[C:25](=[O:31])[O:26][C:27]([CH3:28])([CH3:30])[CH3:29])[CH2:20]2)[C:12]2[N:18]=[CH:17][CH:16]=[CH:15][C:13]=2[N:14]=1, predict the reactants needed to synthesize it. The reactants are: [H-].[Na+].CN(C)C=O.[Cl:8][C:9]1[N:10]=[C:11]([N:19]2[CH2:23][CH2:22][C@H:21]([NH:24][C:25](=[O:31])[O:26][C:27]([CH3:30])([CH3:29])[CH3:28])[CH2:20]2)[C:12]2[N:18]=[CH:17][CH:16]=[CH:15][C:13]=2[N:14]=1.Br[CH2:33][CH2:34][CH3:35]. (6) Given the product [CH2:2]([C:9]1[C:13]2[C:14]([NH:18][CH2:19][C:20]3[CH:21]=[CH:22][C:23]([F:26])=[CH:24][CH:25]=3)=[N:15][CH:16]=[CH:17][C:12]=2[NH:11][C:10]=1[CH3:27])[C:3]1[CH:4]=[CH:5][CH:6]=[CH:7][CH:8]=1, predict the reactants needed to synthesize it. The reactants are: Cl.[CH2:2]([C:9]1[C:13]2[C:14]([NH:18][CH2:19][C:20]3[CH:25]=[CH:24][C:23]([F:26])=[CH:22][CH:21]=3)=[N:15][CH:16]=[CH:17][C:12]=2[NH:11][C:10]=1[CH3:27])[C:3]1[CH:8]=[CH:7][CH:6]=[CH:5][CH:4]=1.C(=O)(O)[O-].[Na+]. (7) The reactants are: [F:1][C:2]1[CH:11]=[C:10]2[C:5]([C:6](=O)[NH:7][C:8]([N:12]3[CH:16]=[C:15]([C:17]([O:19]CC)=[O:18])[CH:14]=[N:13]3)=[N:9]2)=[CH:4][C:3]=1[N:23]1[CH2:28][CH2:27][CH2:26][CH2:25][CH2:24]1.[NH:29]1[CH2:33][CH2:32][CH2:31][CH2:30]1. Given the product [F:1][C:2]1[CH:11]=[C:10]2[C:5]([C:6]([N:29]3[CH2:33][CH2:32][CH2:31][CH2:30]3)=[N:7][C:8]([N:12]3[CH:16]=[C:15]([C:17]([OH:19])=[O:18])[CH:14]=[N:13]3)=[N:9]2)=[CH:4][C:3]=1[N:23]1[CH2:28][CH2:27][CH2:26][CH2:25][CH2:24]1, predict the reactants needed to synthesize it. (8) Given the product [CH:13]([C:14]1[CH:15]=[C:16]([CH2:21][C:22]#[N:23])[CH:17]=[C:18]([I:20])[CH:19]=1)=[O:12], predict the reactants needed to synthesize it. The reactants are: C1C=C[NH+]=CC=1.[O-][Cr](Cl)(=O)=O.[OH:12][CH2:13][C:14]1[CH:15]=[C:16]([CH2:21][C:22]#[N:23])[CH:17]=[C:18]([I:20])[CH:19]=1. (9) Given the product [Si:10]([O:9][CH2:8][C:4]1[CH:3]=[C:2]([CH:28]([OH:29])[C:30]2[N:31]=[CH:32][N:33]3[CH:37]=[CH:36][S:35][C:34]=23)[CH:7]=[N:6][CH:5]=1)([C:13]([CH3:16])([CH3:15])[CH3:14])([CH3:12])[CH3:11], predict the reactants needed to synthesize it. The reactants are: Br[C:2]1[CH:3]=[C:4]([CH2:8][O:9][Si:10]([C:13]([CH3:16])([CH3:15])[CH3:14])([CH3:12])[CH3:11])[CH:5]=[N:6][CH:7]=1.C([Li])CCC.CCCCCC.[CH:28]([C:30]1[N:31]=[CH:32][N:33]2[CH:37]=[CH:36][S:35][C:34]=12)=[O:29].O.